From a dataset of CYP2C9 inhibition data for predicting drug metabolism from PubChem BioAssay. Regression/Classification. Given a drug SMILES string, predict its absorption, distribution, metabolism, or excretion properties. Task type varies by dataset: regression for continuous measurements (e.g., permeability, clearance, half-life) or binary classification for categorical outcomes (e.g., BBB penetration, CYP inhibition). Dataset: cyp2c9_veith. (1) The drug is COc1cccc2c1[C@@H]1CN(CCCCn3c(=O)[nH]c4c(sc5ncc(-c6ccccc6)nc54)c3=O)C[C@H]1CO2. The result is 0 (non-inhibitor). (2) The drug is COc1cccc(-c2cncnc2NC2CCNCC2)c1. The result is 0 (non-inhibitor).